This data is from Reaction yield outcomes from USPTO patents with 853,638 reactions. The task is: Predict the reaction yield, written as a fraction of the theoretical maximum amount of product (1.0 means a 100% yield; for example, 0.34 means a 34% yield). (1) The reactants are [F:1][C:2]1[CH:3]=[CH:4][C:5]([O:14][CH3:15])=[C:6]([C:8]([CH3:13])([CH3:12])[CH2:9][CH2:10][OH:11])[CH:7]=1.[Cr](Cl)([O-])(=O)=O.[NH+]1C=CC=CC=1. The catalyst is ClCCl. The product is [F:1][C:2]1[CH:3]=[CH:4][C:5]([O:14][CH3:15])=[C:6]([C:8]([CH3:12])([CH3:13])[CH2:9][CH:10]=[O:11])[CH:7]=1. The yield is 0.770. (2) The reactants are [CH3:1][O:2][C:3]1[C:24]([O:25][CH3:26])=[CH:23][C:6]2[NH:7][C:8]([C:10]([NH:12][C:13]3[CH:22]=[CH:21][CH:20]=[CH:19][C:14]=3[C:15]([O:17]C)=[O:16])=[O:11])=[N:9][C:5]=2[CH:4]=1.[OH-].[Na+]. The catalyst is C1COCC1.CO. The product is [CH3:1][O:2][C:3]1[C:24]([O:25][CH3:26])=[CH:23][C:6]2[NH:7][C:8]([C:10]([NH:12][C:13]3[CH:22]=[CH:21][CH:20]=[CH:19][C:14]=3[C:15]([OH:17])=[O:16])=[O:11])=[N:9][C:5]=2[CH:4]=1. The yield is 0.471. (3) The reactants are [CH:1]1([C@H:4]([N:8]2[CH:12]=[C:11]([C:13]3[C:14]4[CH:21]=[CH:20][NH:19][C:15]=4[N:16]=[CH:17][N:18]=3)[CH:10]=[N:9]2)[CH2:5][C:6]#[N:7])[CH2:3][CH2:2]1.[OH:22][P:23]([OH:26])([OH:25])=[O:24]. The catalyst is C(O)(C)C. The product is [P:23]([OH:26])([OH:25])([OH:24])=[O:22].[CH:1]1([C@H:4]([N:8]2[CH:12]=[C:11]([C:13]3[C:14]4[CH:21]=[CH:20][NH:19][C:15]=4[N:16]=[CH:17][N:18]=3)[CH:10]=[N:9]2)[CH2:5][C:6]#[N:7])[CH2:3][CH2:2]1. The yield is 0.945. (4) The reactants are [CH3:1][C:2]1[CH:3]=[C:4]([CH2:18][C:19]([O:21]C(C)(C)C)=[O:20])[CH:5]=[CH:6][C:7]=1[NH:8][C:9]([NH:11][C:12]1[CH:17]=[CH:16][CH:15]=[CH:14][CH:13]=1)=[O:10].C(O)(C(F)(F)F)=O. The catalyst is C(Cl)Cl. The product is [CH3:1][C:2]1[CH:3]=[C:4]([CH2:18][C:19]([OH:21])=[O:20])[CH:5]=[CH:6][C:7]=1[NH:8][C:9]([NH:11][C:12]1[CH:17]=[CH:16][CH:15]=[CH:14][CH:13]=1)=[O:10]. The yield is 0.730.